This data is from Catalyst prediction with 721,799 reactions and 888 catalyst types from USPTO. The task is: Predict which catalyst facilitates the given reaction. Reactant: [NH2:1][C@@H:2]([CH3:5])[CH2:3][OH:4].CCN(C(C)C)C(C)C.[C:15](Cl)([O:17][CH2:18][C:19]1[CH:24]=[CH:23][CH:22]=[CH:21][CH:20]=1)=[O:16]. Product: [OH:4][CH2:3][C@@H:2]([NH:1][C:15](=[O:16])[O:17][CH2:18][C:19]1[CH:24]=[CH:23][CH:22]=[CH:21][CH:20]=1)[CH3:5]. The catalyst class is: 2.